Dataset: CYP2D6 inhibition data for predicting drug metabolism from PubChem BioAssay. Task: Regression/Classification. Given a drug SMILES string, predict its absorption, distribution, metabolism, or excretion properties. Task type varies by dataset: regression for continuous measurements (e.g., permeability, clearance, half-life) or binary classification for categorical outcomes (e.g., BBB penetration, CYP inhibition). Dataset: cyp2d6_veith. (1) The compound is N#CCCn1c(=O)c(-c2ccc(F)cc2)nc2cnc(Oc3cccc(Cl)c3)nc21. The result is 0 (non-inhibitor). (2) The molecule is CCC1CC2CC(NC(C)=O)C1C2. The result is 0 (non-inhibitor). (3) The drug is Clc1ccc(-c2nnc(-c3ccc(Br)cc3)c(N3CCSCC3)n2)cc1. The result is 0 (non-inhibitor). (4) The molecule is O=C(c1cccc(F)c1)N1CCC2(CCCN(c3ccccn3)C2)CC1. The result is 0 (non-inhibitor). (5) The compound is Cn1cc[nH]c1=S. The result is 0 (non-inhibitor). (6) The drug is CN1CCN(c2ncc3ncc(=O)n(-c4ccccc4)c3n2)CC1. The result is 0 (non-inhibitor).